From a dataset of Full USPTO retrosynthesis dataset with 1.9M reactions from patents (1976-2016). Predict the reactants needed to synthesize the given product. (1) The reactants are: [NH2:1][NH:2][C:3]([C:5]1[C:10]([Br:11])=[CH:9][CH:8]=[CH:7][N:6]=1)=[NH:4].[F:12][C:13]1[CH:20]=[CH:19][C:18]([O:21][CH3:22])=[CH:17][C:14]=1[CH:15]=O. Given the product [Br:11][C:10]1[C:5]([C:3]2[N:4]=[C:15]([C:14]3[CH:17]=[C:18]([O:21][CH3:22])[CH:19]=[CH:20][C:13]=3[F:12])[NH:1][N:2]=2)=[N:6][CH:7]=[CH:8][CH:9]=1, predict the reactants needed to synthesize it. (2) Given the product [CH3:21][O:20][C:17]1[CH:18]=[CH:19][C:14]([CH2:13][N:11]2[CH:12]=[C:4]3[C:5]([N:6]([CH3:9])[CH2:7][CH2:8][C:2]4[S:25][C:24]([NH2:26])=[N:23][C:3]=43)=[N:10]2)=[CH:15][CH:16]=1, predict the reactants needed to synthesize it. The reactants are: Br[CH:2]1[CH2:8][CH2:7][N:6]([CH3:9])[C:5]2=[N:10][N:11]([CH2:13][C:14]3[CH:19]=[CH:18][C:17]([O:20][CH3:21])=[CH:16][CH:15]=3)[CH:12]=[C:4]2[C:3]1=O.[NH2:23][C:24]([NH2:26])=[S:25]. (3) Given the product [CH3:1][O:2][C:3]1[CH:4]=[C:5]([CH:9]([NH2:11])[CH3:10])[CH:6]=[CH:7][CH:8]=1, predict the reactants needed to synthesize it. The reactants are: [CH3:1][O:2][C:3]1[CH:4]=[C:5]([C:9](=[N:11]O)[CH3:10])[CH:6]=[CH:7][CH:8]=1.[H][H]. (4) Given the product [CH3:1][O:2][C:3]([C:5]1[CH:10]=[CH:9][C:8]([O:11][CH2:14][C:13]([F:21])([F:20])[F:12])=[CH:7][N:6]=1)=[O:4], predict the reactants needed to synthesize it. The reactants are: [CH3:1][O:2][C:3]([C:5]1[CH:10]=[CH:9][C:8]([OH:11])=[CH:7][N:6]=1)=[O:4].[F:12][C:13]([F:21])([F:20])[CH2:14]OS(C)(=O)=O.C([O-])([O-])=O.[K+].[K+]. (5) Given the product [OH:8][CH2:7][CH:4]1[CH2:5][CH2:6][N:1]([C:9]([O:11][C:12]([CH3:15])([CH3:14])[CH3:13])=[O:10])[CH2:2][CH2:3]1, predict the reactants needed to synthesize it. The reactants are: [NH:1]1[CH2:6][CH2:5][CH:4]([CH2:7][OH:8])[CH2:3][CH2:2]1.[C:9](O[C:9]([O:11][C:12]([CH3:15])([CH3:14])[CH3:13])=[O:10])([O:11][C:12]([CH3:15])([CH3:14])[CH3:13])=[O:10].